From a dataset of Forward reaction prediction with 1.9M reactions from USPTO patents (1976-2016). Predict the product of the given reaction. Given the reactants [NH:1]1[CH:5]=[CH:4][N:3]=[N:2]1.C([O-])([O-])=O.[K+].[K+].Br[C:13]1[CH:14]=[CH:15][C:16]([C:19]([F:37])([F:36])[C:20]([C:28]2[CH:33]=[CH:32][C:31]([F:34])=[CH:30][C:29]=2[F:35])([OH:27])[CH2:21][N:22]2[CH:26]=[N:25][N:24]=[N:23]2)=[N:17][CH:18]=1, predict the reaction product. The product is: [N:1]1[N:2]([C:13]2[CH:14]=[CH:15][C:16]([C:19]([F:36])([F:37])[C:20]([C:28]3[CH:33]=[CH:32][C:31]([F:34])=[CH:30][C:29]=3[F:35])([OH:27])[CH2:21][N:22]3[CH:26]=[N:25][N:24]=[N:23]3)=[N:17][CH:18]=2)[N:3]=[CH:4][CH:5]=1.